From a dataset of Forward reaction prediction with 1.9M reactions from USPTO patents (1976-2016). Predict the product of the given reaction. The product is: [F:31][C:28]1[CH:29]=[CH:30][C:22]2[N:23]([CH:27]=1)[C:24](=[O:26])[CH:25]=[C:20]([C:6]1[CH:5]=[N:4][C:3]([O:17][CH3:18])=[C:2]([F:1])[CH:7]=1)[N:21]=2. Given the reactants [F:1][C:2]1[C:3]([O:17][CH3:18])=[N:4][CH:5]=[C:6](B2OC(C)(C)C(C)(C)O2)[CH:7]=1.Cl[C:20]1[N:21]=[C:22]2[CH:30]=[CH:29][C:28]([F:31])=[CH:27][N:23]2[C:24](=[O:26])[CH:25]=1, predict the reaction product.